Dataset: Reaction yield outcomes from USPTO patents with 853,638 reactions. Task: Predict the reaction yield, written as a fraction of the theoretical maximum amount of product (1.0 means a 100% yield; for example, 0.34 means a 34% yield). (1) The reactants are [C:1]([O:4][C@@H:5]1[C@@H:10]([O:11][C:12](=[O:14])[CH3:13])[C@H:9]([O:15][C:16](=[O:18])[CH3:17])[C@@H:8]([CH2:19][O:20][C:21](=[O:23])[CH3:22])[O:7][C@:6]1([C:26]1[CH:31]=[CH:30][C:29]([Cl:32])=[C:28]([CH2:33][O:34][C:35]2[CH:40]=[CH:39][CH:38]=[CH:37][CH:36]=2)[CH:27]=1)OC)(=[O:3])[CH3:2].C([SiH](CC)CC)C.O.B(F)(F)F.CCOCC. The catalyst is C(#N)C.C(OCC)(=O)C. The product is [C:16]([O:15][C@H:9]1[C@H:10]([O:11][C:12](=[O:14])[CH3:13])[C@@H:5]([O:4][C:1](=[O:3])[CH3:2])[C@H:6]([C:26]2[CH:31]=[CH:30][C:29]([Cl:32])=[C:28]([CH2:33][O:34][C:35]3[CH:36]=[CH:37][CH:38]=[CH:39][CH:40]=3)[CH:27]=2)[O:7][C@@H:8]1[CH2:19][O:20][C:21](=[O:23])[CH3:22])(=[O:18])[CH3:17]. The yield is 0.930. (2) The reactants are [C:1]1([CH2:7][N:8]2[C:17](=O)[C:16](=O)[N:15]3[C@@H:10]([CH2:11][O:12][CH2:13][CH2:14]3)[CH2:9]2)[CH:6]=[CH:5][CH:4]=[CH:3][CH:2]=1.[H-].[H-].[H-].[H-].[Li+].[Al+3]. The catalyst is C1COCC1. The product is [C:1]1([CH2:7][N:8]2[CH2:17][CH2:16][N:15]3[C@@H:10]([CH2:11][O:12][CH2:13][CH2:14]3)[CH2:9]2)[CH:2]=[CH:3][CH:4]=[CH:5][CH:6]=1. The yield is 0.790. (3) The reactants are [Cl:1][C:2]1[CH:7]=[C:6]([Cl:8])[CH:5]=[CH:4][C:3]=1[C:9]1[N:10]([C:18]2[CH:23]=[CH:22][C:21]([O:24][CH3:25])=[CH:20][CH:19]=2)[C:11]([CH3:17])=[C:12]([C:14](O)=[O:15])[N:13]=1.C(N(C(C)C)CC)(C)C.F[P-](F)(F)(F)(F)F.N1(OC(N(C)C)=[N+](C)C)C2C=CC=CC=2N=N1.[CH:59]1([NH2:65])[CH2:64][CH2:63][CH2:62][CH2:61][CH2:60]1. The catalyst is C(#N)C. The product is [CH:59]1([NH:65][C:14]([C:12]2[N:13]=[C:9]([C:3]3[CH:4]=[CH:5][C:6]([Cl:8])=[CH:7][C:2]=3[Cl:1])[N:10]([C:18]3[CH:19]=[CH:20][C:21]([O:24][CH3:25])=[CH:22][CH:23]=3)[C:11]=2[CH3:17])=[O:15])[CH2:64][CH2:63][CH2:62][CH2:61][CH2:60]1. The yield is 0.850. (4) The reactants are [F:1][C:2]1[CH:23]=[CH:22][C:5]([CH2:6][N:7]2[C:11](=[O:12])[N:10]([C:13]3[S:17][C:16]([C:18](O)=[O:19])=[C:15]([CH3:21])[CH:14]=3)[CH:9]=[N:8]2)=[CH:4][CH:3]=1.ON1C2C=CC=CC=2N=N1.Cl.C(N=C=NCCCN(C)C)C.C(N(CC)C(C)C)(C)C.[NH2:55][CH2:56][C:57]1[CH:58]=[N:59][CH:60]=[CH:61][CH:62]=1. The catalyst is CN(C)C=O.C(OCC)(=O)C. The product is [F:1][C:2]1[CH:23]=[CH:22][C:5]([CH2:6][N:7]2[C:11](=[O:12])[N:10]([C:13]3[S:17][C:16]([C:18]([NH:55][CH2:56][C:57]4[CH:58]=[N:59][CH:60]=[CH:61][CH:62]=4)=[O:19])=[C:15]([CH3:21])[CH:14]=3)[CH:9]=[N:8]2)=[CH:4][CH:3]=1. The yield is 0.870. (5) The product is [CH2:1]([O:8][C:9]1[CH:14]=[CH:13][C:12]([CH:66]2[CH2:67][CH2:68][CH2:69][C:64](=[O:70])[CH2:65]2)=[CH:11][CH:10]=1)[C:2]1[CH:7]=[CH:6][CH:5]=[CH:4][CH:3]=1. The catalyst is O1CCOCC1.O. The reactants are [CH2:1]([O:8][C:9]1[CH:14]=[CH:13][C:12](B(O)O)=[CH:11][CH:10]=1)[C:2]1[CH:7]=[CH:6][CH:5]=[CH:4][CH:3]=1.C1C=CC(P(C2C(C3C(P(C4C=CC=CC=4)C4C=CC=CC=4)=CC=C4C=3C=CC=C4)=C3C(C=CC=C3)=CC=2)C2C=CC=CC=2)=CC=1.[C:64]1(=[O:70])[CH2:69][CH2:68][CH2:67][CH:66]=[CH:65]1.C(=O)([O-])O.[Na+]. The yield is 0.230.